Task: Predict the reactants needed to synthesize the given product.. Dataset: Full USPTO retrosynthesis dataset with 1.9M reactions from patents (1976-2016) (1) Given the product [Cl:1][C:2]1[CH:3]=[C:4]2[C:9](=[CH:10][C:11]=1[C:12]([N:73]1[CH2:74][CH2:75][CH:71]([NH2:70])[CH2:72]1)=[O:13])[N:8]=[CH:7][N:6]=[C:5]2[NH:15][CH:16]([C:18]1[NH:22][C:21]2[CH:23]=[CH:24][C:25]([Cl:27])=[CH:26][C:20]=2[N:19]=1)[CH3:17], predict the reactants needed to synthesize it. The reactants are: [Cl:1][C:2]1[CH:3]=[C:4]2[C:9](=[CH:10][C:11]=1[C:12](O)=[O:13])[N:8]=[CH:7][N:6]=[C:5]2[NH:15][CH:16]([C:18]1[NH:22][C:21]2[CH:23]=[CH:24][C:25]([Cl:27])=[CH:26][C:20]=2[N:19]=1)[CH3:17].FC1C(OC(N(C)C)=[N+](C)C)=C(F)C(F)=C(F)C=1F.F[P-](F)(F)(F)(F)F.C(N(C(C)C)CC)(C)C.C(OC([NH:70][CH:71]1[CH2:75][CH2:74][NH:73][CH2:72]1)=O)(C)(C)C.FC(F)(F)C(O)=O. (2) Given the product [CH3:9][N:10]([C:3]1[CH:8]=[CH:7][N:6]=[CH:5][CH:4]=1)[CH2:11][CH2:12][OH:13], predict the reactants needed to synthesize it. The reactants are: Cl.Cl[C:3]1[CH:8]=[CH:7][N:6]=[CH:5][CH:4]=1.[CH3:9][NH:10][CH2:11][CH2:12][OH:13]. (3) Given the product [NH2:7][C@:8]([CH3:13])([CH2:14][CH2:15][C:16]1[CH:17]=[CH:18][C:19]([O:22][CH2:23][CH2:24][CH2:25][CH2:26][CH2:27][CH2:28][CH3:29])=[CH:20][CH:21]=1)[C@H:9]([OH:12])[CH2:10][CH3:11].[F:34][C:33]([F:36])([F:35])[C:31]([O-:37])=[O:32], predict the reactants needed to synthesize it. The reactants are: C(OC(=O)[NH:7][C@@:8]([CH2:14][CH2:15][C:16]1[CH:21]=[CH:20][C:19]([O:22][CH2:23][CH2:24][CH2:25][CH2:26][CH2:27][CH2:28][CH3:29])=[CH:18][CH:17]=1)([CH3:13])[C@H:9]([OH:12])[CH2:10][CH3:11])(C)(C)C.[C:31]([OH:37])([C:33]([F:36])([F:35])[F:34])=[O:32]. (4) Given the product [CH2:15]([O:14][N:13]=[CH:12][C:5]1([C:3]([OH:4])=[O:2])[CH2:11][CH2:10][CH2:9][CH2:8][CH2:7][CH2:6]1)[C:16]1[CH:21]=[CH:20][CH:19]=[CH:18][CH:17]=1, predict the reactants needed to synthesize it. The reactants are: C[O:2][C:3]([C:5]1([CH:12]=[N:13][O:14][CH2:15][C:16]2[CH:21]=[CH:20][CH:19]=[CH:18][CH:17]=2)[CH2:11][CH2:10][CH2:9][CH2:8][CH2:7][CH2:6]1)=[O:4].O.[OH-].[Li+].